This data is from Peptide-MHC class I binding affinity with 185,985 pairs from IEDB/IMGT. The task is: Regression. Given a peptide amino acid sequence and an MHC pseudo amino acid sequence, predict their binding affinity value. This is MHC class I binding data. (1) The peptide sequence is SDYLELDTL. The MHC is Mamu-B01 with pseudo-sequence Mamu-B01. The binding affinity (normalized) is 1.00. (2) The peptide sequence is LQDIVNEHDI. The MHC is HLA-A68:02 with pseudo-sequence HLA-A68:02. The binding affinity (normalized) is 0.